This data is from Reaction yield outcomes from USPTO patents with 853,638 reactions. The task is: Predict the reaction yield, written as a fraction of the theoretical maximum amount of product (1.0 means a 100% yield; for example, 0.34 means a 34% yield). (1) The reactants are [CH3:1][N:2]([CH3:32])[C:3]([C:5]1[N:26]([CH:27]2[CH2:31][CH2:30][CH2:29][CH2:28]2)[C:8]2[N:9]=[C:10]([NH:13][C:14]3[N:19]=[CH:18][C:17]([CH:20]4[CH2:25][CH2:24][NH:23][CH2:22][CH2:21]4)=[CH:16][CH:15]=3)[N:11]=[CH:12][C:7]=2[CH:6]=1)=[O:4].Br[CH2:34][CH2:35][OH:36]. No catalyst specified. The product is [CH3:1][N:2]([CH3:32])[C:3]([C:5]1[N:26]([CH:27]2[CH2:31][CH2:30][CH2:29][CH2:28]2)[C:8]2[N:9]=[C:10]([NH:13][C:14]3[N:19]=[CH:18][C:17]([CH:20]4[CH2:25][CH2:24][N:23]([CH2:34][CH2:35][OH:36])[CH2:22][CH2:21]4)=[CH:16][CH:15]=3)[N:11]=[CH:12][C:7]=2[CH:6]=1)=[O:4]. The yield is 0.530. (2) The reactants are Cl[C:2]1[C:3]([C:11]([O:13][CH2:14][CH3:15])=[O:12])=[N:4][N:5]([CH3:10])[C:6](=[O:9])[C:7]=1[CH3:8].[F:16][C:17]1[CH:23]=[C:22]([S:24][CH3:25])[CH:21]=[CH:20][C:18]=1[NH2:19]. No catalyst specified. The product is [F:16][C:17]1[CH:23]=[C:22]([S:24][CH3:25])[CH:21]=[CH:20][C:18]=1[NH:19][C:2]1[C:3]([C:11]([O:13][CH2:14][CH3:15])=[O:12])=[N:4][N:5]([CH3:10])[C:6](=[O:9])[C:7]=1[CH3:8]. The yield is 0.810. (3) The reactants are [CH2:1]([NH:3][CH2:4][CH2:5][NH:6][C:7]([C:9]1[C:13]([CH3:14])=[C:12]([CH:15]=O)[NH:11][C:10]=1[CH3:17])=[O:8])[CH3:2].[F:18][C:19]1[CH:20]=[C:21]2[C:25](=[CH:26][CH:27]=1)[NH:24][C:23](=[O:28])[CH2:22]2.N1CCCC1. The catalyst is C(O)C. The product is [CH2:1]([NH:3][CH2:4][CH2:5][NH:6][C:7]([C:9]1[C:13]([CH3:14])=[C:12](/[CH:15]=[C:22]2\[C:23](=[O:28])[NH:24][C:25]3[C:21]\2=[CH:20][C:19]([F:18])=[CH:27][CH:26]=3)[NH:11][C:10]=1[CH3:17])=[O:8])[CH3:2]. The yield is 0.950. (4) The reactants are [Cl:1][C:2]1[CH:3]=[CH:4][C:5]([S:9][CH3:10])=[C:6]([NH2:8])[CH:7]=1.[O:11]1[CH:15]=[CH:14][CH:13]=[C:12]1[S:16](Cl)(=[O:18])=[O:17]. No catalyst specified. The product is [Cl:1][C:2]1[CH:3]=[CH:4][C:5]([S:9][CH3:10])=[C:6]([NH:8][S:16]([C:12]2[O:11][CH:15]=[CH:14][CH:13]=2)(=[O:18])=[O:17])[CH:7]=1. The yield is 0.470. (5) The reactants are C([N:8]1[C:16]2[C:11](=[CH:12][CH:13]=[C:14]([NH2:17])[CH:15]=2)[CH:10]=[N:9]1)(OC(C)(C)C)=O.C[Si]([N-][Si](C)(C)C)(C)C.[K+].[C:28]([C:32]1[CH:37]=[CH:36][C:35]([C:38]2[O:39][C:40](=[O:47])[C:41]3[S:46][CH:45]=[CH:44][C:42]=3[N:43]=2)=[CH:34][CH:33]=1)([CH3:31])([CH3:30])[CH3:29].[Cl-].[NH4+]. The catalyst is O1CCCC1.C(OCC)(=O)C. The product is [C:28]([C:32]1[CH:37]=[CH:36][C:35]([C:38]([NH:43][C:42]2[CH:44]=[CH:45][S:46][C:41]=2[C:40]([NH:17][C:14]2[CH:15]=[C:16]3[C:11]([CH:10]=[N:9][NH:8]3)=[CH:12][CH:13]=2)=[O:47])=[O:39])=[CH:34][CH:33]=1)([CH3:31])([CH3:29])[CH3:30]. The yield is 0.150. (6) The reactants are Cl[C:2]1[CH:13]=[CH:12][CH:11]=[C:10](Cl)[C:3]=1[O:4][CH2:5][CH2:6][C@H:7]([NH2:9])[CH3:8].[F:15][C:16]([F:25])([F:24])C1C=CC=CC=1O. No catalyst specified. The product is [F:15][C:16]([F:25])([F:24])[C:2]1[CH:13]=[CH:12][CH:11]=[CH:10][C:3]=1[O:4][CH2:5][CH2:6][C@H:7]([NH2:9])[CH3:8]. The yield is 0.880. (7) The reactants are OP([O-])(O)=O.[K+].[F:7][C:8]1[CH:9]=[CH:10][C:11]([CH:14]=[O:15])=[N:12][CH:13]=1.Cl([O-])=[O:17].[Na+].[Na+].[Cl-]. The catalyst is O.CS(C)=O.CCOC(C)=O. The product is [F:7][C:8]1[CH:9]=[CH:10][C:11]([C:14]([OH:17])=[O:15])=[N:12][CH:13]=1. The yield is 0.650. (8) The reactants are Br[C:2]1[CH:3]=[C:4]([CH:7]=[C:8]([C:10]([F:13])([F:12])[F:11])[CH:9]=1)[C:5]#[N:6].[CH3:14][C:15]1([CH3:31])[C:19]([CH3:21])([CH3:20])[O:18][B:17]([B:17]2[O:18][C:19]([CH3:21])([CH3:20])[C:15]([CH3:31])([CH3:14])[O:16]2)[O:16]1.C([O-])(=O)C.[K+]. The catalyst is O1CCOCC1.C1C=CC(P(C2C=CC=CC=2)[C-]2C=CC=C2)=CC=1.C1C=CC(P(C2C=CC=CC=2)[C-]2C=CC=C2)=CC=1.Cl[Pd]Cl.[Fe+2]. The product is [CH3:14][C:15]1([CH3:31])[C:19]([CH3:21])([CH3:20])[O:18][B:17]([C:2]2[CH:3]=[C:4]([CH:7]=[C:8]([C:10]([F:13])([F:12])[F:11])[CH:9]=2)[C:5]#[N:6])[O:16]1. The yield is 0.330.